Dataset: Catalyst prediction with 721,799 reactions and 888 catalyst types from USPTO. Task: Predict which catalyst facilitates the given reaction. Reactant: C([O:3][C:4](=[O:33])[C:5]([CH3:32])([CH3:31])[CH2:6][N:7]1[C:15]2[CH:14]=[C:13]([NH:16][C:17]3[CH:22]=[CH:21][N:20]=[C:19]([N:23]4[CH2:28][CH2:27][CH:26]([O:29][CH3:30])[CH2:25][CH2:24]4)[N:18]=3)[N:12]=[CH:11][C:10]=2[CH:9]=[CH:8]1)C.[Li+].[OH-]. Product: [CH3:30][O:29][CH:26]1[CH2:25][CH2:24][N:23]([C:19]2[N:18]=[C:17]([NH:16][C:13]3[N:12]=[CH:11][C:10]4[CH:9]=[CH:8][N:7]([CH2:6][C:5]([CH3:32])([CH3:31])[C:4]([OH:33])=[O:3])[C:15]=4[CH:14]=3)[CH:22]=[CH:21][N:20]=2)[CH2:28][CH2:27]1. The catalyst class is: 24.